Dataset: Catalyst prediction with 721,799 reactions and 888 catalyst types from USPTO. Task: Predict which catalyst facilitates the given reaction. (1) Reactant: CS([C:5]1[C:14]2[CH2:13][CH2:12][C:11]3[O:15][CH:16]=[CH:17][C:10]=3[C:9]=2[N:8]=[C:7]([NH2:18])[N:6]=1)(=O)=O.[CH3:19][N:20]1[CH2:25][CH2:24][NH:23][CH2:22][CH2:21]1. Product: [CH3:19][N:20]1[CH2:25][CH2:24][N:23]([C:5]2[C:14]3[CH2:13][CH2:12][C:11]4[O:15][CH:16]=[CH:17][C:10]=4[C:9]=3[N:8]=[C:7]([NH2:18])[N:6]=2)[CH2:22][CH2:21]1. The catalyst class is: 141. (2) Reactant: [CH2:1]([Mg]Br)[CH:2]=[CH2:3].[C:6]1(=[O:12])[CH2:11][CH2:10][CH2:9][CH2:8][CH2:7]1. Product: [CH2:3]([C:6]1([OH:12])[CH2:11][CH2:10][CH2:9][CH2:8][CH2:7]1)[CH:2]=[CH2:1]. The catalyst class is: 27.